Dataset: Full USPTO retrosynthesis dataset with 1.9M reactions from patents (1976-2016). Task: Predict the reactants needed to synthesize the given product. (1) Given the product [C:10]([O:14][C:15]([N:17]1[CH2:22][CH2:21][C:20]([C:23](=[O:24])[NH2:3])([C:26]2[CH:31]=[CH:30][CH:29]=[CH:28][CH:27]=2)[CH2:19][CH2:18]1)=[O:16])([CH3:13])([CH3:12])[CH3:11], predict the reactants needed to synthesize it. The reactants are: C([N:3](C(C)C)C(C)C)C.[C:10]([O:14][C:15]([N:17]1[CH2:22][CH2:21][C:20]([C:26]2[CH:31]=[CH:30][CH:29]=[CH:28][CH:27]=2)([C:23](O)=[O:24])[CH2:19][CH2:18]1)=[O:16])([CH3:13])([CH3:12])[CH3:11].CN(C(ON1N=NC2C=CC=NC1=2)=[N+](C)C)C.F[P-](F)(F)(F)(F)F.N. (2) Given the product [NH:2]([C:6](=[O:5])[C:7]([NH:9][C:10]1[CH:27]=[CH:26][C:13]([O:14][C@H:15]2[CH2:20][CH2:19][C@H:18]([C:21]([O:23][CH2:24][CH3:25])=[O:22])[CH2:17][CH2:16]2)=[CH:12][CH:11]=1)=[O:8])[NH2:3], predict the reactants needed to synthesize it. The reactants are: O.[NH2:2][NH2:3].C[O:5][C:6](=O)[C:7]([NH:9][C:10]1[CH:27]=[CH:26][C:13]([O:14][C@H:15]2[CH2:20][CH2:19][C@H:18]([C:21]([O:23][CH2:24][CH3:25])=[O:22])[CH2:17][CH2:16]2)=[CH:12][CH:11]=1)=[O:8].CCOCC. (3) Given the product [CH2:1]([C:3]1[S:28][C:6]2[N:7]([CH2:13][C:14]3[CH:19]=[CH:18][C:17]([C:20]4[C:21]([C:26]#[N:27])=[CH:22][CH:23]=[CH:24][CH:25]=4)=[CH:16][CH:15]=3)[C:8](=[O:12])[N:9]([CH2:71][C:68]3([C:65]4[CH:64]=[CH:63][C:62]([O:61][CH3:60])=[CH:67][CH:66]=4)[CH2:70][CH2:69]3)[C:10](=[O:11])[C:5]=2[CH:4]=1)[CH3:2], predict the reactants needed to synthesize it. The reactants are: [CH2:1]([C:3]1[S:28][C:6]2[N:7]([CH2:13][C:14]3[CH:19]=[CH:18][C:17]([C:20]4[C:21]([C:26]#[N:27])=[CH:22][CH:23]=[CH:24][CH:25]=4)=[CH:16][CH:15]=3)[C:8](=[O:12])[NH:9][C:10](=[O:11])[C:5]=2[CH:4]=1)[CH3:2].N(C(N1CCCCC1)=O)=NC(N1CCCCC1)=O.C(P(CCCC)CCCC)CCC.[CH3:60][O:61][C:62]1[CH:67]=[CH:66][C:65]([C:68]2([CH2:71]O)[CH2:70][CH2:69]2)=[CH:64][CH:63]=1. (4) The reactants are: [F:1][C:2]([F:12])([F:11])[C:3]1[CH:8]=[CH:7][C:6]([CH2:9][OH:10])=[CH:5][CH:4]=1.[Cl:13][C:14]([Cl:38])([Cl:37])[CH2:15][O:16][C:17](=[O:36])[C:18]1[CH:23]=[CH:22][CH:21]=[CH:20][C:19]=1[CH2:24][S:25][C:26]1[CH:31]=[CH:30][CH:29]=[C:28]([CH2:32][C:33](O)=[O:34])[CH:27]=1.C(Cl)CCl.Cl. Given the product [Cl:38][C:14]([Cl:13])([Cl:37])[CH2:15][O:16][C:17](=[O:36])[C:18]1[CH:23]=[CH:22][CH:21]=[CH:20][C:19]=1[CH2:24][S:25][C:26]1[CH:31]=[CH:30][CH:29]=[C:28]([CH2:32][C:33]([O:10][CH2:9][C:6]2[CH:5]=[CH:4][C:3]([C:2]([F:11])([F:12])[F:1])=[CH:8][CH:7]=2)=[O:34])[CH:27]=1, predict the reactants needed to synthesize it. (5) Given the product [OH:13][CH:12]1[CH2:11][N:10]([CH3:14])[C:9](=[O:15])[N:8]1[C:5]1[N:6]=[N:7][CH:2]=[C:3]([C:16]([F:19])([F:18])[F:17])[CH:4]=1, predict the reactants needed to synthesize it. The reactants are: Cl[C:2]1[N:7]=[N:6][C:5]([N:8]2[CH:12]([OH:13])[CH2:11][N:10]([CH3:14])[C:9]2=[O:15])=[CH:4][C:3]=1[C:16]([F:19])([F:18])[F:17].C([O-])=O.[Na+]. (6) Given the product [C:54]([O:53][C:51](=[O:52])[N:50]=[C:48]([NH:47][C:45]([O:44][C:40]([CH3:43])([CH3:42])[CH3:41])=[O:46])[NH:49][CH2:32][CH2:31][CH2:30][O:29][C:28]1[CH:34]=[C:35]([F:36])[C:25]([CH2:24][S:23][C:14]2[N:15]([C:16]3[CH:17]=[CH:18][C:19]([F:22])=[CH:20][CH:21]=3)[C:11]([C:8]([C:5]3[CH:6]=[CH:7][C:2]([Cl:1])=[C:3]([O:38][CH3:39])[CH:4]=3)([CH3:9])[CH3:10])=[CH:12][N:13]=2)=[C:26]([F:37])[CH:27]=1)([CH3:57])([CH3:56])[CH3:55], predict the reactants needed to synthesize it. The reactants are: [Cl:1][C:2]1[CH:7]=[CH:6][C:5]([C:8]([C:11]2[N:15]([C:16]3[CH:21]=[CH:20][C:19]([F:22])=[CH:18][CH:17]=3)[C:14]([S:23][CH2:24][C:25]3[C:35]([F:36])=[CH:34][C:28]([O:29][CH2:30][CH2:31][CH2:32]O)=[CH:27][C:26]=3[F:37])=[N:13][CH:12]=2)([CH3:10])[CH3:9])=[CH:4][C:3]=1[O:38][CH3:39].[C:40]([O:44][C:45]([NH:47][C:48]([NH:50][C:51]([O:53][C:54]([CH3:57])([CH3:56])[CH3:55])=[O:52])=[NH:49])=[O:46])([CH3:43])([CH3:42])[CH3:41].C1C=CC(P(C2C=CC=CC=2)C2C=CC=CC=2)=CC=1.CC(OC(/N=N/C(OC(C)C)=O)=O)C. (7) The reactants are: [C:1]([O:5][C:6]([N:8]1[CH2:12][CH2:11][C@H:10]([CH2:13][OH:14])[CH2:9]1)=[O:7])([CH3:4])([CH3:3])[CH3:2].CC1(C)N([O])C(C)(C)CCC1.[Br-].[K+].Cl[O-].[Na+].O.C([O-])(O)=O.[Na+]. Given the product [C:1]([O:5][C:6]([N:8]1[CH2:12][CH2:11][C@H:10]([CH:13]=[O:14])[CH2:9]1)=[O:7])([CH3:4])([CH3:3])[CH3:2], predict the reactants needed to synthesize it. (8) Given the product [F:1][C:2]1[CH:3]=[C:4]([O:17][CH2:21][C:22]2[N:23]=[C:24](/[CH:27]=[CH:28]/[C:29]3[CH:30]=[CH:31][C:32]([O:35][C:36]([F:39])([F:37])[F:38])=[CH:33][CH:34]=3)[O:25][CH:26]=2)[CH:5]=[CH:6][C:7]=1[CH2:8][O:9][CH2:10][CH2:11][N:12]1[CH:16]=[CH:15][N:14]=[N:13]1, predict the reactants needed to synthesize it. The reactants are: [F:1][C:2]1[CH:3]=[C:4]([OH:17])[CH:5]=[CH:6][C:7]=1[CH2:8][O:9][CH2:10][CH2:11][N:12]1[CH:16]=[CH:15][N:14]=[N:13]1.[H-].[Na+].Cl[CH2:21][C:22]1[N:23]=[C:24]([CH:27]=[CH:28][C:29]2[CH:34]=[CH:33][C:32]([O:35][C:36]([F:39])([F:38])[F:37])=[CH:31][CH:30]=2)[O:25][CH:26]=1.O. (9) The reactants are: [CH3:1][N:2]([S:23]([CH3:26])(=[O:25])=[O:24])[C:3]1[CH:22]=[CH:21][CH:20]=[CH:19][C:4]=1[CH2:5][NH:6][C:7](=O)OC1C=CC([N+]([O-])=O)=CC=1.C(N(CC)CC)C.[CH2:34]([C:36]1[CH:41]=[C:40]([O:42]COCC[Si](C)(C)C)[C:39]([F:51])=[CH:38][C:37]=1[C:52]1[N+:57]([O-])=C[C:55]2[CH:59]=[N:60][N:61](C3CCCCO3)[C:54]=2[CH:53]=1)[CH3:35]. Given the product [CH2:34]([C:36]1[CH:41]=[C:40]([OH:42])[C:39]([F:51])=[CH:38][C:37]=1[C:52]1[N:57]=[C:7]([NH:6][CH2:5][C:4]2[CH:19]=[CH:20][CH:21]=[CH:22][C:3]=2[N:2]([CH3:1])[S:23]([CH3:26])(=[O:24])=[O:25])[C:55]2[CH:59]=[N:60][NH:61][C:54]=2[CH:53]=1)[CH3:35], predict the reactants needed to synthesize it.